Predict the reactants needed to synthesize the given product. From a dataset of Retrosynthesis with 50K atom-mapped reactions and 10 reaction types from USPTO. (1) Given the product NC(=O)N[C@@H]1CCNC1, predict the reactants needed to synthesize it. The reactants are: CC(C)(C)OC(=O)N1CC[C@@H](NC(N)=O)C1. (2) Given the product CCCCCc1cc(NCC(C)(C)O)c([N+](=O)[O-])c(Cl)n1, predict the reactants needed to synthesize it. The reactants are: CC(C)(O)CN.CCCCCc1cc(Cl)c([N+](=O)[O-])c(Cl)n1. (3) Given the product COC(=O)CCCCn1ccc2cc([N+](=O)[O-])ccc21, predict the reactants needed to synthesize it. The reactants are: COC(=O)CCCCBr.O=[N+]([O-])c1ccc2[nH]ccc2c1. (4) Given the product CN(C(=O)CS(C)(=O)=O)c1cccn2c(=O)c(O)c(C(=O)NCc3ccc(F)cc3)nc12, predict the reactants needed to synthesize it. The reactants are: CNc1cccn2c(=O)c(O)c(C(=O)NCc3ccc(F)cc3)nc12.CS(=O)(=O)CC(=O)Cl. (5) Given the product NC1CN(C(c2ccccc2)c2ccccc2)C1, predict the reactants needed to synthesize it. The reactants are: O=C1c2ccccc2C(=O)N1C1CN(C(c2ccccc2)c2ccccc2)C1. (6) Given the product CCNS(=O)(=O)c1ccc(SCc2ccc(OC)cc2)cc1, predict the reactants needed to synthesize it. The reactants are: CCNS(=O)(=O)c1ccc(I)cc1.COc1ccc(CS)cc1. (7) Given the product COCCCO[C@@H](c1cccc(F)c1-c1cccc(C)c1)[C@H]1CNCCO1, predict the reactants needed to synthesize it. The reactants are: COCCCO[C@@H](c1cccc(F)c1-c1cccc(C)c1)[C@H]1CN(C(=O)OC(C)(C)C)CCO1. (8) Given the product O=C(OCc1ccccc1)N(CCC(=O)N(CCN(CCc1ccc(OCc2ccccc2)c([N+](=O)[O-])c1)C(=O)OCc1ccccc1)C1CCCCC1)CCc1ccccc1, predict the reactants needed to synthesize it. The reactants are: O=C(Cl)OCc1ccccc1.O=C(OCc1ccccc1)N(CCC(=O)N(CCNCCc1ccc(OCc2ccccc2)c([N+](=O)[O-])c1)C1CCCCC1)CCc1ccccc1.